This data is from Reaction yield outcomes from USPTO patents with 853,638 reactions. The task is: Predict the reaction yield, written as a fraction of the theoretical maximum amount of product (1.0 means a 100% yield; for example, 0.34 means a 34% yield). (1) The reactants are [C:1]([CH2:3][CH2:4][C:5]1[C:6]([C:17]2[CH:22]=[CH:21][N:20]=[CH:19][CH:18]=2)=[C:7]([C:10]2[CH:15]=[CH:14][C:13]([F:16])=[CH:12][CH:11]=2)[NH:8][CH:9]=1)#[N:2].[H-].[Al+3].[Li+].[H-].[H-].[H-].O.[OH-].[Na+]. The catalyst is O1CCCC1. The product is [NH2:2][CH2:1][CH2:3][CH2:4][C:5]1[C:6]([C:17]2[CH:18]=[CH:19][N:20]=[CH:21][CH:22]=2)=[C:7]([C:10]2[CH:11]=[CH:12][C:13]([F:16])=[CH:14][CH:15]=2)[NH:8][CH:9]=1. The yield is 0.940. (2) The reactants are [CH3:1][O:2][C:3]1[CH:8]=[C:7]([N+:9]([O-])=O)[CH:6]=[CH:5][C:4]=1[N:12]1[CH:16]=[N:15][C:14]([CH3:17])=[N:13]1. The catalyst is [Pd].CO. The product is [CH3:1][O:2][C:3]1[CH:8]=[C:7]([CH:6]=[CH:5][C:4]=1[N:12]1[CH:16]=[N:15][C:14]([CH3:17])=[N:13]1)[NH2:9]. The yield is 0.940. (3) The reactants are C(OC([N:8]1[CH2:13][CH2:12][N:11]([CH2:14][CH2:15][CH2:16][O:17][C:18]2[CH:23]=[CH:22][C:21]([C:24]([N:26]3[CH2:35][CH2:34][C:33]4[N:32]=[C:31]([CH3:36])[N:30]([CH2:37][C:38]5[CH:43]=[CH:42][CH:41]=[CH:40][CH:39]=5)[C:29]=4[C:28]4[CH:44]=[CH:45][CH:46]=[CH:47][C:27]3=4)=[O:25])=[CH:20][C:19]=2[F:48])[CH2:10][CH2:9]1)=O)(C)(C)C.[ClH:49]. The catalyst is CO.O1CCOCC1. The product is [ClH:49].[ClH:49].[CH2:37]([N:30]1[C:29]2[C:28]3[CH:44]=[CH:45][CH:46]=[CH:47][C:27]=3[N:26]([C:24]([C:21]3[CH:22]=[CH:23][C:18]([O:17][CH2:16][CH2:15][CH2:14][N:11]4[CH2:12][CH2:13][NH:8][CH2:9][CH2:10]4)=[C:19]([F:48])[CH:20]=3)=[O:25])[CH2:35][CH2:34][C:33]=2[N:32]=[C:31]1[CH3:36])[C:38]1[CH:43]=[CH:42][CH:41]=[CH:40][CH:39]=1. The yield is 1.00.